Dataset: Reaction yield outcomes from USPTO patents with 853,638 reactions. Task: Predict the reaction yield, written as a fraction of the theoretical maximum amount of product (1.0 means a 100% yield; for example, 0.34 means a 34% yield). (1) The catalyst is CCOC(C)=O.C1C=CC([P]([Pd]([P](C2C=CC=CC=2)(C2C=CC=CC=2)C2C=CC=CC=2)([P](C2C=CC=CC=2)(C2C=CC=CC=2)C2C=CC=CC=2)[P](C2C=CC=CC=2)(C2C=CC=CC=2)C2C=CC=CC=2)(C2C=CC=CC=2)C2C=CC=CC=2)=CC=1. The product is [N:3]1[CH:4]=[CH:5][CH:6]=[CH:7][C:2]=1[C:10]1[O:11][C:12]([C:15]([O:17][CH2:18][CH3:19])=[O:16])=[CH:13][CH:14]=1. The reactants are Br[C:2]1[CH:7]=[CH:6][CH:5]=[CH:4][N:3]=1.Br[Zn][C:10]1[O:11][C:12]([C:15]([O:17][CH2:18][CH3:19])=[O:16])=[CH:13][CH:14]=1. The yield is 0.620. (2) The yield is 0.190. The reactants are [NH2:1][C:2]1[N:7]=[CH:6][N:5]=[C:4]2[N:8]([CH:12]([C:14]3[O:15][C:16]4[C:21]([C:22](=[O:31])[C:23]=3[C:24]3[CH:29]=[CH:28][CH:27]=[C:26]([F:30])[CH:25]=3)=[CH:20][CH:19]=[CH:18][CH:17]=4)[CH3:13])[N:9]=[C:10](I)[C:3]=12.[CH:32]([C:34]1[S:35][CH:36]=[C:37](B(O)O)[CH:38]=1)=[O:33].C(=O)([O-])[O-].[Na+].[Na+].ClCCl. The catalyst is CN(C=O)C.C(O)C.O. The product is [NH2:1][C:2]1[N:7]=[CH:6][N:5]=[C:4]2[N:8]([CH:12]([C:14]3[O:15][C:16]4[C:21]([C:22](=[O:31])[C:23]=3[C:24]3[CH:29]=[CH:28][CH:27]=[C:26]([F:30])[CH:25]=3)=[CH:20][CH:19]=[CH:18][CH:17]=4)[CH3:13])[N:9]=[C:10]([C:37]3[CH:38]=[C:34]([CH:32]=[O:33])[S:35][CH:36]=3)[C:3]=12. (3) The catalyst is C(O)C.C1(C)C=CC=CC=1. The reactants are S(Cl)(Cl)=O.C(OCCC(O)=O)C.C(OCCC(Cl)=O)C.[CH2:21]([O:23][CH2:24][CH2:25][C:26]([N:28]=[C:29]=[S:30])=[O:27])[CH3:22].[CH3:31][O:32][C:33]1[CH:34]=[C:35]2[C:40](=[CH:41][C:42]=1[O:43][CH3:44])[N:39]=[CH:38][CH:37]=[C:36]2[O:45][C:46]1[CH:52]=[CH:51][C:49]([NH2:50])=[CH:48][CH:47]=1. The product is [CH3:31][O:32][C:33]1[CH:34]=[C:35]2[C:40](=[CH:41][C:42]=1[O:43][CH3:44])[N:39]=[CH:38][CH:37]=[C:36]2[O:45][C:46]1[CH:47]=[CH:48][C:49]([NH:50][C:29]([NH:28][C:26](=[O:27])[CH2:25][CH2:24][O:23][CH2:21][CH3:22])=[S:30])=[CH:51][CH:52]=1. The yield is 0.720. (4) The reactants are [CH:1]1([N:4]2[C:13]3[C:8](=[CH:9][C:10]([F:15])=[C:11]([F:14])[CH:12]=3)[C:7](=[O:16])[C:6]([C:17]([O:19]CC)=[O:18])=[CH:5]2)[CH2:3][CH2:2]1.O.S(=O)(=O)(O)O. The catalyst is C(O)(=O)C. The product is [CH:1]1([N:4]2[C:13]3[C:8](=[CH:9][C:10]([F:15])=[C:11]([F:14])[CH:12]=3)[C:7](=[O:16])[C:6]([C:17]([OH:19])=[O:18])=[CH:5]2)[CH2:2][CH2:3]1. The yield is 0.980. (5) The reactants are [O:1]([C:8]1[CH:19]=[CH:18][C:11]([O:12][C@@H:13]2[CH2:17][CH2:16][NH:15][CH2:14]2)=[CH:10][CH:9]=1)[C:2]1[CH:7]=[CH:6][CH:5]=[CH:4][CH:3]=1.[CH3:20][O:21][C:22](=[O:27])[CH2:23][CH2:24][CH2:25]Br.C(=O)([O-])[O-].[K+].[K+]. The catalyst is CN(C=O)C. The product is [CH3:20][O:21][C:22](=[O:27])[CH2:23][CH2:24][CH2:25][N:15]1[CH2:16][CH2:17][C@@H:13]([O:12][C:11]2[CH:18]=[CH:19][C:8]([O:1][C:2]3[CH:7]=[CH:6][CH:5]=[CH:4][CH:3]=3)=[CH:9][CH:10]=2)[CH2:14]1. The yield is 0.590. (6) The reactants are Br[CH2:2][CH2:3][O:4][CH2:5][CH2:6][O:7][C:8]1[CH:17]=[C:16]2[C:11]([C:12]([NH:18][C:19]3[CH:24]=[CH:23][C:22]([Cl:25])=[CH:21][C:20]=3[F:26])=[N:13][CH:14]=[N:15]2)=[CH:10][C:9]=1[O:27][CH3:28].[CH3:29][N:30]1[CH2:35][CH2:34][NH:33][CH2:32][CH2:31]1. No catalyst specified. The product is [ClH:25].[Cl:25][C:22]1[CH:23]=[CH:24][C:19]([NH:18][C:12]2[C:11]3[C:16](=[CH:17][C:8]([O:7][CH2:6][CH2:5][O:4][CH2:3][CH2:2][N:33]4[CH2:34][CH2:35][N:30]([CH3:29])[CH2:31][CH2:32]4)=[C:9]([O:27][CH3:28])[CH:10]=3)[N:15]=[CH:14][N:13]=2)=[C:20]([F:26])[CH:21]=1. The yield is 0.280.